From a dataset of M1 muscarinic receptor antagonist screen with 61,756 compounds. Binary Classification. Given a drug SMILES string, predict its activity (active/inactive) in a high-throughput screening assay against a specified biological target. (1) The compound is [O-]\[N+](C(C)(C)\C=N\O)=C/c1occc1. The result is 0 (inactive). (2) The compound is n1(c2c(nc1)cc(c(c2)C)C)c1n(nnn1)c1ccccc1. The result is 0 (inactive). (3) The compound is O(C(=O)C=1C(c2ccc(cc2)C(OC)=O)C(=CNC1)C(OC)=O)C. The result is 1 (active). (4) The molecule is O=c1n(c(=O)n(c2nc(n(c12)C)NCc1ccccc1)C)Cc1ccccc1. The result is 0 (inactive). (5) The drug is o1c(nc2c(cccc2)c1=O)c1cccnc1. The result is 0 (inactive). (6) The compound is O1C(C(C\2N(CCCN(C)C)C(=O)C(=O)C2=C(\O)c2ccccc2)=Cc2c1cccc2)C. The result is 0 (inactive). (7) The compound is Clc1cc(C(/O)=C2\C(N(CCN(C)C)C(=O)C2=O)c2ccc(F)cc2)ccc1OC. The result is 0 (inactive). (8) The compound is O=C1N(C(=O)C2C3C(=C4C(C12)CCC4)CCC3)c1ccccc1. The result is 1 (active). (9) The molecule is Fc1c(C\2N(CCN(C)C)C(=O)C(=O)C2=C(/O)c2ccc(F)cc2)cccc1. The result is 0 (inactive).